Dataset: Full USPTO retrosynthesis dataset with 1.9M reactions from patents (1976-2016). Task: Predict the reactants needed to synthesize the given product. (1) Given the product [C:17]([O-:21])(=[O:20])[CH2:18][CH3:19].[Ba+2:10].[C:17]([O-:21])(=[O:20])[CH2:18][CH3:19], predict the reactants needed to synthesize it. The reactants are: CC(=O)CC(=O)C.O.[OH-].[Ba+2:10].[OH-].C(O)CCC.[C:17]([OH:21])(=[O:20])[CH2:18][CH3:19]. (2) Given the product [Cl:15][C:6]1[C:7]2[N:8]=[CH:9][N:10]([C:11]3([CH3:14])[CH2:13][CH2:12]3)[C:2]=2[N:3]=[N:4][CH:5]=1, predict the reactants needed to synthesize it. The reactants are: Cl[C:2]1[N:3]=[N:4][CH:5]=[C:6]([Cl:15])[C:7]=1[NH:8][CH:9]=[N:10][C:11]1([CH3:14])[CH2:13][CH2:12]1.C(=O)([O-])[O-].[Cs+].[Cs+].N1C2C(=CC=C3C=2N=CC=C3)C=CC=1. (3) Given the product [Cl:1][C:2]1[C:3]([NH:19][C:20](=[O:28])[CH2:21][CH:22]2[CH2:23][CH2:24][CH2:25][CH2:26][CH2:27]2)=[C:4]2[C:9](=[CH:10][CH:11]=1)[N:8]=[C:7]([N:12]1[CH2:17][CH2:16][CH2:15][C@@H:14]([O:18][S:37]([CH3:36])(=[O:39])=[O:38])[CH2:13]1)[CH:6]=[CH:5]2, predict the reactants needed to synthesize it. The reactants are: [Cl:1][C:2]1[C:3]([NH:19][C:20](=[O:28])[CH2:21][CH:22]2[CH2:27][CH2:26][CH2:25][CH2:24][CH2:23]2)=[C:4]2[C:9](=[CH:10][CH:11]=1)[N:8]=[C:7]([N:12]1[CH2:17][CH2:16][CH2:15][C@@H:14]([OH:18])[CH2:13]1)[CH:6]=[CH:5]2.C(N(CC)CC)C.[CH3:36][S:37](Cl)(=[O:39])=[O:38].